Dataset: Ames mutagenicity test results for genotoxicity prediction. Task: Regression/Classification. Given a drug SMILES string, predict its toxicity properties. Task type varies by dataset: regression for continuous values (e.g., LD50, hERG inhibition percentage) or binary classification for toxic/non-toxic outcomes (e.g., AMES mutagenicity, cardiotoxicity, hepatotoxicity). Dataset: ames. (1) The molecule is Oc1c2ccccc2c2ccc3cccc4ccc1c2c43. The result is 1 (mutagenic). (2) The compound is Nc1ccn([C@@H]2O[C@H](COP(=O)(O)O[C@@H]3[C@@H](CO)O[C@@H](n4cnc5c(N)ncnc54)[C@@H]3O)[C@@H](O)[C@H]2O)c(=O)n1. The result is 0 (non-mutagenic). (3) The molecule is Cc1ccccc1N=Nc1ccc(N=Nc2c(O)ccc3ccccc23)c(C)c1. The result is 1 (mutagenic).